Dataset: Catalyst prediction with 721,799 reactions and 888 catalyst types from USPTO. Task: Predict which catalyst facilitates the given reaction. Reactant: [OH:1][CH:2]=[C:3]1[CH:8]=[CH:7][CH:6]=[C:5]([N:9]([C:16]2[CH:21]=[CH:20][CH:19]=[CH:18][CH:17]=2)[C:10]2[CH:15]=[CH:14][CH:13]=[CH:12][CH:11]=2)[C:4]1=[CH:22][OH:23]. Product: [CH2:2]([O:1][CH:2]=[C:3]1[CH:8]=[CH:7][CH:6]=[C:5]([N:9]([C:16]2[CH:21]=[CH:20][CH:19]=[CH:18][CH:17]=2)[C:10]2[CH:11]=[CH:12][CH:13]=[CH:14][CH:15]=2)[C:4]1=[CH:22][O:23][CH2:15][CH2:10][CH2:11][CH3:12])[CH2:3][CH2:4][CH3:5]. The catalyst class is: 51.